From a dataset of Experimentally validated miRNA-target interactions with 360,000+ pairs, plus equal number of negative samples. Binary Classification. Given a miRNA mature sequence and a target amino acid sequence, predict their likelihood of interaction. (1) The miRNA is hsa-miR-629-3p with sequence GUUCUCCCAACGUAAGCCCAGC. The protein sequence of the target gene is MTLEEVRGQDTVPESTARMQGAGKALHELLLSAQRQGCLTAGVYESAKVLNVDPDNVTFCVLAAGEEDEGDIALQIHFTLIQAFCCENDIDIVRVGDVQRLAAIVGAGEEAGAPGDLHCILISNPNEDAWKDPALEKLSLFCEESRSVNDWVPSITLPE. Result: 0 (no interaction). (2) The miRNA is hsa-miR-6765-5p with sequence GUGAGGCGGGGCCAGGAGGGUGUGU. The protein sequence of the target gene is MPSERCLSIQEMLTGQRLCHSESHNDSVLAALNQQRSDGILCDITLIAEEQKFHAHKAVLAACSDYFRAMFSLCMVESGADEVNLHGVTSLGLKQALEFAYTGQILLEPGVIQDVLAAGSHLQLLELLNLCSHYLIQELNSFNYLDLYRLADLFNLTLLEKAVIDFLVKHLSELLKSRPEEVLTLPYCLLQEVLKSDRLTSLSEEQIWQLAVRWLEHNCHYQYMDELLQYIRFGLMDVDTLHTVALSHPLVQASETATALVNEALEYHQSIYAQPVWQTRRTKPRFQSDTLYIIGGKKRE.... Result: 1 (interaction). (3) The miRNA is cel-miR-1822-3p with sequence GAGCUGCCCUCAGAAAAACUCU. The protein sequence of the target gene is MSSEEGKLFVGGLNFNTDEQALEDHFSSFGPISEVVVVKDRETQRSRGFGFITFTNPEHASVAMRAMNGESLDGRQIRVDHAGKSARGTRGGGFGAHGRGRSYSRGGGDQGYGSGRYYDSRPGGYGYGYGRSRDYNGRNQGGYDRYSGGNYRDNYDN. Result: 0 (no interaction). (4) The miRNA is hsa-miR-597-5p with sequence UGUGUCACUCGAUGACCACUGU. The protein sequence of the target gene is MGPLSAPPCTEHIKWKGLLLTALLLNFWNLPTTAQVMIEAQPPKVSEGKDVLLLVHNLPQNLTGYIWYKGQIRDLYHYITSYVVDGQIIIYGPAYSGRETVYSNASLLIQNVTREDAGSYTLHIIKRGDGTRGVTGYFTFTLYLETPKPSISSSNLNPREAMETVILTCNPETPDASYLWWMNGQSLPMTHRMQLSETNRTLFLFGVTKYTAGPYECEIWNSGSASRSDPVTLNLLHGPDLPRIFPSVTSYYSGENLDLSCFANSNPPAQYSWTINGKFQLSGQKLFIPQITPKHNGLYA.... Result: 0 (no interaction). (5) The miRNA is hsa-miR-1273h-5p with sequence CUGGGAGGUCAAGGCUGCAGU. The protein sequence of the target gene is MVANFFKSLILPYIHKLCKGMFTKKLGNTNKNKEYRQQKKDQDFPTAGQTKSPKFSYTFKSTVKKIAKCSSTHNLSTEEDEASKEFSLSPTFSYRVAIANGLQKNAKVTNSDNEDLLQELSSIESSYSESLNELRSSTENQAQSTHTMPVRRNRKSSSSLAPSEGSSDGERTLHGLKLGALRKLRKWKKSQECVSSDSELSTMKKSWGIRSKSLDRTVRNPKTNALEPGFSSSGCISQTHDVMEMIFKELQGISQIETELSELRGHVNALKHSIDEISSSVEVVQSEIEQLRTGFVQSRR.... Result: 0 (no interaction). (6) The miRNA is mmu-miR-145b with sequence GUCCAGUUUUCCCAGGAGACU. The protein sequence of the target gene is MTASAQPRGRRPGVGVGVVVTSCKHPRCVLLGKRKGSVGAGSFQLPGGHLEFGETWEECAQRETWEEAALHLKNVHFASVVNSFIEKENYHYVTILMKGEVDVTHDSEPKNVEPEKNESWEWVPWEELPPLDQLFWGLRCLKEQGYDPFKEDLNHLVGYKGNHL. Result: 0 (no interaction).